From a dataset of Full USPTO retrosynthesis dataset with 1.9M reactions from patents (1976-2016). Predict the reactants needed to synthesize the given product. (1) The reactants are: [Br:1][C:2]1[CH:10]=[C:9]2[C:5]([C:6]([C:15]#[N:16])=[CH:7][N:8]2[CH:11]2[CH2:14][CH2:13][CH2:12]2)=[CH:4][CH:3]=1.C(OB(OC(C)C)OC(C)C)(C)C.[Li+].CC([N-]C(C)C)C.[C:38]([O:42][C:43](=[O:52])[NH:44][C:45]1[CH:50]=[CH:49][C:48](I)=[CH:47][CH:46]=1)([CH3:41])([CH3:40])[CH3:39].C([O-])([O-])=O.[K+].[K+]. Given the product [C:38]([O:42][C:43](=[O:52])[NH:44][C:45]1[CH:46]=[CH:47][C:48]([C:7]2[N:8]([CH:11]3[CH2:14][CH2:13][CH2:12]3)[C:9]3[C:5]([C:6]=2[C:15]#[N:16])=[CH:4][CH:3]=[C:2]([Br:1])[CH:10]=3)=[CH:49][CH:50]=1)([CH3:41])([CH3:39])[CH3:40], predict the reactants needed to synthesize it. (2) Given the product [O:11]=[C:1]1[C:10]2[C:5](=[CH:6][CH:7]=[C:8]([S:12]([Cl:16])(=[O:14])=[O:13])[CH:9]=2)[CH2:4][CH2:3][NH:2]1, predict the reactants needed to synthesize it. The reactants are: [C:1]1(=[O:11])[C:10]2[C:5](=[CH:6][CH:7]=[CH:8][CH:9]=2)[CH2:4][CH2:3][NH:2]1.[S:12]([Cl:16])(=O)(=[O:14])[OH:13]. (3) Given the product [CH3:30][C:4]1[C:5]([O:8][CH2:9][CH2:10][C@@H:11]2[CH2:13][C@@H:12]2[CH:14]2[CH2:19][CH2:18][N:17]([C:20]([O:22][CH2:23][C:24]3[CH:25]=[CH:26][CH:27]=[CH:28][CH:29]=3)=[O:21])[CH2:16][CH2:15]2)=[N:6][CH:7]=[C:2]([N:1]2[CH:35]=[N:33][N:32]=[N:31]2)[CH:3]=1, predict the reactants needed to synthesize it. The reactants are: [NH2:1][C:2]1[CH:3]=[C:4]([CH3:30])[C:5]([O:8][CH2:9][CH2:10][C@@H:11]2[CH2:13][C@@H:12]2[CH:14]2[CH2:19][CH2:18][N:17]([C:20]([O:22][CH2:23][C:24]3[CH:29]=[CH:28][CH:27]=[CH:26][CH:25]=3)=[O:21])[CH2:16][CH2:15]2)=[N:6][CH:7]=1.[N-:31]=[N+:32]=[N-:33].[Na+].[CH:35](OCC)(OCC)OCC.